This data is from Catalyst prediction with 721,799 reactions and 888 catalyst types from USPTO. The task is: Predict which catalyst facilitates the given reaction. Reactant: [CH2:1]1[C:9]2[C:4](=[CH:5][CH:6]=[CH:7][CH:8]=2)[CH2:3][CH:2]1[O:10][C:11]1[CH:12]=[C:13]2[C:18](=[CH:19][CH:20]=1)[CH:17]([CH2:21][C:22]([O:24]CC)=[O:23])[CH2:16][CH2:15][CH2:14]2.[Li+].[OH-].Cl. Product: [CH2:1]1[C:9]2[C:4](=[CH:5][CH:6]=[CH:7][CH:8]=2)[CH2:3][CH:2]1[O:10][C:11]1[CH:12]=[C:13]2[C:18](=[CH:19][CH:20]=1)[CH:17]([CH2:21][C:22]([OH:24])=[O:23])[CH2:16][CH2:15][CH2:14]2. The catalyst class is: 20.